Task: Predict the reaction yield, written as a fraction of the theoretical maximum amount of product (1.0 means a 100% yield; for example, 0.34 means a 34% yield).. Dataset: Reaction yield outcomes from USPTO patents with 853,638 reactions (1) The reactants are C1CN([P+](ON2N=NC3C=CC=CC2=3)(N2CCCC2)N2CCCC2)CC1.F[P-](F)(F)(F)(F)F.CCN(C(C)C)C(C)C.[Br:43][C:44]1[CH:52]=[C:51](/[CH:53]=[CH:54]/[CH:55]([C:60]2[CH:65]=[C:64]([Cl:66])[C:63]([Cl:67])=[C:62]([Cl:68])[CH:61]=2)[C:56]([F:59])([F:58])[F:57])[CH:50]=[CH:49][C:45]=1[C:46](O)=[O:47].[NH2:69][CH2:70][CH2:71][NH:72][C:73](=[O:79])[O:74][C:75]([CH3:78])([CH3:77])[CH3:76]. The catalyst is C(Cl)Cl. The product is [Br:43][C:44]1[CH:52]=[C:51](/[CH:53]=[CH:54]/[CH:55]([C:60]2[CH:61]=[C:62]([Cl:68])[C:63]([Cl:67])=[C:64]([Cl:66])[CH:65]=2)[C:56]([F:59])([F:58])[F:57])[CH:50]=[CH:49][C:45]=1[C:46]([NH:69][CH2:70][CH2:71][NH:72][C:73](=[O:79])[O:74][C:75]([CH3:76])([CH3:78])[CH3:77])=[O:47]. The yield is 0.390. (2) The reactants are [C:1]([C:4]1[CH:9]=[CH:8][CH:7]=[CH:6][C:5]=1B(O)O)(=[O:3])[NH2:2].Cl[C:14]1[CH:23]=[CH:22][C:21]([C:24]2[CH:25]=[CH:26][C:27]3[O:31][C:30]([C:32]4[CH:37]=[CH:36][C:35]([F:38])=[CH:34][CH:33]=4)=[C:29]([C:39](=[O:42])[NH:40][CH3:41])[C:28]=3[CH:43]=2)=[CH:20][C:15]=1[C:16]([O:18][CH3:19])=[O:17].P([O-])([O-])([O-])=O.[K+].[K+].[K+].C1(P(C2CCCCC2)C2C=CC=CC=2C2C(OC)=CC=CC=2OC)CCCCC1. The catalyst is C([O-])(=O)C.[Pd+2].C([O-])(=O)C.O.O1CCOCC1. The product is [C:1]([C:4]1[CH:9]=[CH:8][CH:7]=[CH:6][C:5]=1[C:14]1[C:15]([C:16]([O:18][CH3:19])=[O:17])=[CH:20][C:21]([C:24]2[CH:25]=[CH:26][C:27]3[O:31][C:30]([C:32]4[CH:33]=[CH:34][C:35]([F:38])=[CH:36][CH:37]=4)=[C:29]([C:39](=[O:42])[NH:40][CH3:41])[C:28]=3[CH:43]=2)=[CH:22][CH:23]=1)(=[O:3])[NH2:2]. The yield is 0.360. (3) The reactants are [F:1][C:2]1[CH:7]=[CH:6][C:5]([S:8][CH2:9][CH2:10][CH2:11][Cl:12])=[CH:4][CH:3]=1.C1C=C(Cl)C=C(C(OO)=[O:21])C=1. The catalyst is C(Cl)Cl.[O-]S([O-])=O.[Na+].[Na+]. The product is [F:1][C:2]1[CH:3]=[CH:4][C:5]([S:8]([CH2:9][CH2:10][CH2:11][Cl:12])=[O:21])=[CH:6][CH:7]=1. The yield is 0.570.